This data is from Reaction yield outcomes from USPTO patents with 853,638 reactions. The task is: Predict the reaction yield, written as a fraction of the theoretical maximum amount of product (1.0 means a 100% yield; for example, 0.34 means a 34% yield). (1) The catalyst is CS(C)=O. The product is [F:17][C:14]1[CH:13]=[CH:12][C:11]([C:9]2[S:8][C:6]3[N:7]=[C:2]([NH2:1])[N:3]=[C:4]([S:18][CH3:19])[C:5]=3[N:10]=2)=[CH:16][CH:15]=1. The reactants are [NH2:1][C:2]1[N:3]=[C:4]([SH:18])[C:5]2[N:10]=[C:9]([C:11]3[CH:16]=[CH:15][C:14]([F:17])=[CH:13][CH:12]=3)[S:8][C:6]=2[N:7]=1.[CH2:19](N(CC)CC)C.IC.O. The yield is 0.600. (2) The reactants are [Na].[C:2]([NH:5][CH:6]([C:12]([O:14][CH2:15][CH3:16])=[O:13])[C:7]([O:9][CH2:10][CH3:11])=[O:8])(=[O:4])[CH3:3].C(O[C:20](=O)/[CH:21]=[CH:22]/CC)C.C(O)(=O)C. The catalyst is C(O)C. The product is [CH2:10]([O:9][C:7]([C:6]1([C:12]([O:14][CH2:15][CH3:16])=[O:13])[CH:20]([CH2:21][CH3:22])[CH2:3][C:2](=[O:4])[NH:5]1)=[O:8])[CH3:11]. The yield is 0.798.